From a dataset of Full USPTO retrosynthesis dataset with 1.9M reactions from patents (1976-2016). Predict the reactants needed to synthesize the given product. Given the product [CH3:11][S:12]([C:15]1[CH:16]=[CH:17][C:18]([CH2:19][NH:20][C:21]([C:23]2[C:24](=[O:44])[N:25]([C:34]3[CH:39]=[CH:38][CH:37]=[C:36]([C:40]([F:43])([F:41])[F:42])[CH:35]=3)[C:26]([CH3:33])=[C:27]([C:29]3[N:7]([CH3:6])[C:8]([CH3:9])=[N:32][N:31]=3)[CH:28]=2)=[O:22])=[CH:45][CH:46]=1)(=[O:14])=[O:13], predict the reactants needed to synthesize it. The reactants are: O=P(Cl)(Cl)Cl.[CH3:6][NH:7][C:8](=O)[CH3:9].[CH3:11][S:12]([C:15]1[CH:46]=[CH:45][C:18]([CH2:19][NH:20][C:21]([C:23]2[C:24](=[O:44])[N:25]([C:34]3[CH:39]=[CH:38][CH:37]=[C:36]([C:40]([F:43])([F:42])[F:41])[CH:35]=3)[C:26]([CH3:33])=[C:27]([C:29]([NH:31][NH2:32])=O)[CH:28]=2)=[O:22])=[CH:17][CH:16]=1)(=[O:14])=[O:13].